The task is: Predict the product of the given reaction.. This data is from Forward reaction prediction with 1.9M reactions from USPTO patents (1976-2016). (1) The product is: [CH3:32][N:33]([CH3:38])[CH2:34][CH2:35][N:36]([CH:18]=[C:17]1[C:16]2[C:15]([CH3:30])([C:14]3[CH:5]([O:4][C:2](=[O:3])[CH3:1])[CH2:6][C:7]4([CH3:31])[CH:8]([C:13]=3[C:21](=[O:22])[C:20]=2[OH:19])[CH2:9][CH2:10][CH:11]4[OH:12])[CH:26]([CH2:27][O:28][CH3:29])[O:25][C:23]1=[O:24])[CH3:37]. Given the reactants [CH3:1][C:2]([O:4][C@H:5]1[C:14]2[C@@:15]3([CH3:30])[C@@H:26]([CH2:27][O:28][CH3:29])[O:25][C:23](=[O:24])[C:17]4=[CH:18][O:19][C:20]([C:21](=[O:22])[C:13]=2[C@@H:8]2[CH2:9][CH2:10][C@H:11]([OH:12])[C@@:7]2([CH3:31])[CH2:6]1)=[C:16]34)=[O:3].[CH3:32][N:33]([CH3:38])[CH2:34][CH2:35][NH:36][CH3:37], predict the reaction product. (2) Given the reactants [CH:1]([NH:4][CH2:5][C:6]1[CH:21]=[CH:20][CH:19]=[CH:18][C:7]=1[O:8][CH2:9][CH2:10][CH2:11][CH2:12][CH2:13][C:14]([O:16][CH3:17])=[O:15])([CH3:3])[CH3:2].[F:22][C:23]([F:35])([F:34])[O:24][C:25]1[CH:33]=[CH:32][C:28]([C:29](O)=[O:30])=[CH:27][CH:26]=1.[CH3:36]N(C(ON1N=NC2C=CC=CC1=2)=[N+](C)C)C.F[P-](F)(F)(F)(F)F.C(N(CC)CC)C, predict the reaction product. The product is: [CH:1]([N:4]([CH2:5][C:6]1[CH:21]=[CH:20][CH:19]=[CH:18][C:7]=1[O:8][CH2:9][CH2:10][CH2:11][CH2:12][CH2:13][C:14]([O:16][CH2:17][CH3:36])=[O:15])[C:29](=[O:30])[C:28]1[CH:32]=[CH:33][C:25]([O:24][C:23]([F:35])([F:34])[F:22])=[CH:26][CH:27]=1)([CH3:3])[CH3:2]. (3) Given the reactants [Br:1][C:2]1[N:10]=[CH:9][CH:8]=[CH:7][C:3]=1[C:4]([OH:6])=O, predict the reaction product. The product is: [Br:1][C:2]1[N:10]=[CH:9][CH:8]=[CH:7][C:3]=1[C:4]([N:10]([CH2:2][CH3:3])[CH2:9][CH3:8])=[O:6]. (4) Given the reactants [CH:1]([C:3]1[CH:4]=[C:5]([CH:10]=[CH:11][C:12]=1[OH:13])[C:6]([O:8][CH3:9])=[O:7])=[O:2].Br[CH2:15][CH3:16].C([O-])([O-])=O.[K+].[K+], predict the reaction product. The product is: [CH2:15]([O:13][C:12]1[CH:11]=[CH:10][C:5]([C:6]([O:8][CH3:9])=[O:7])=[CH:4][C:3]=1[CH:1]=[O:2])[CH3:16]. (5) The product is: [CH3:1][O:2][C:3]1[C:12]2[C:7](=[CH:8][CH:9]=[CH:10][CH:11]=2)[C:6]([O:13][CH3:14])=[C:5]([CH3:15])[C:4]=1/[CH:16]=[C:17](\[CH2:23][CH2:24][CH2:25][CH2:26][CH2:27][CH2:28][CH2:29][CH2:30][CH3:31])/[C:18]([OH:20])=[O:19]. Given the reactants [CH3:1][O:2][C:3]1[C:12]2[C:7](=[CH:8][CH:9]=[CH:10][CH:11]=2)[C:6]([O:13][CH3:14])=[C:5]([CH3:15])[C:4]=1/[CH:16]=[C:17](\[CH2:23][CH2:24][CH2:25][CH2:26][CH2:27][CH2:28][CH2:29][CH2:30][CH3:31])/[C:18]([O:20]CC)=[O:19].COC1C2C(=CC=CC=2)C(OC)=CC=1/C=C(\C)/C(O)=O, predict the reaction product. (6) Given the reactants Cl[C:2]1[CH:7]=[C:6]([O:8][C:9]2[C:14]([F:15])=[CH:13][C:12]([NH:16][C:17]([C:19]3[C:20](=[O:36])[N:21]([C:29]4[CH:34]=[CH:33][C:32]([F:35])=[CH:31][CH:30]=4)[CH:22]=[CH:23][C:24]=3[O:25][CH:26]([CH3:28])[CH3:27])=[O:18])=[C:11]([F:37])[CH:10]=2)[CH:5]=[CH:4][N:3]=1.C([O-])([O-])=O.[Cs+].[Cs+].[C:44]([NH2:48])(=[O:47])[CH2:45][CH3:46].CC1(C)C2C(=C(P(C3C=CC=CC=3)C3C=CC=CC=3)C=CC=2)OC2C(P(C3C=CC=CC=3)C3C=CC=CC=3)=CC=CC1=2, predict the reaction product. The product is: [F:37][C:11]1[CH:10]=[C:9]([O:8][C:6]2[CH:5]=[CH:4][N:3]=[C:2]([NH:48][C:44](=[O:47])[CH2:45][CH3:46])[CH:7]=2)[C:14]([F:15])=[CH:13][C:12]=1[NH:16][C:17]([C:19]1[C:20](=[O:36])[N:21]([C:29]2[CH:34]=[CH:33][C:32]([F:35])=[CH:31][CH:30]=2)[CH:22]=[CH:23][C:24]=1[O:25][CH:26]([CH3:28])[CH3:27])=[O:18].